From a dataset of Forward reaction prediction with 1.9M reactions from USPTO patents (1976-2016). Predict the product of the given reaction. (1) Given the reactants Cl[C:2]1[C:3]2[S:10][CH:9]=[CH:8][C:4]=2[N:5]=[CH:6][N:7]=1.[CH3:11][O:12][C:13]1[CH:14]=[C:15]([CH:17]=[C:18]([N+:20]([O-:22])=[O:21])[CH:19]=1)[NH2:16], predict the reaction product. The product is: [CH3:11][O:12][C:13]1[CH:14]=[C:15]([NH:16][C:2]2[C:3]3[S:10][CH:9]=[CH:8][C:4]=3[N:5]=[CH:6][N:7]=2)[CH:17]=[C:18]([N+:20]([O-:22])=[O:21])[CH:19]=1. (2) Given the reactants [C:1]([CH2:3][C:4]([O:6]CC)=O)#[N:2], predict the reaction product. The product is: [C:1]([CH2:3][C:4]([NH:2][CH2:1][CH2:3][CH3:4])=[O:6])#[N:2].